This data is from Catalyst prediction with 721,799 reactions and 888 catalyst types from USPTO. The task is: Predict which catalyst facilitates the given reaction. (1) Reactant: [Cl:1][C:2]1[CH:7]=[CH:6][C:5]([OH:8])=[CH:4][C:3]=1[C:9]([F:12])([F:11])[F:10].F[C:14]1[CH:19]=[CH:18][C:17]([C:20](=[O:22])[CH3:21])=[CH:16][CH:15]=1.C([O-])([O-])=O.[K+].[K+]. Product: [Cl:1][C:2]1[CH:7]=[CH:6][C:5]([O:8][C:14]2[CH:19]=[CH:18][C:17]([C:20](=[O:22])[CH3:21])=[CH:16][CH:15]=2)=[CH:4][C:3]=1[C:9]([F:10])([F:11])[F:12]. The catalyst class is: 499. (2) The catalyst class is: 9. Product: [CH3:16][O:13][C:12](=[O:14])[C:11](=[O:15])[CH:10]=[CH:9][C:6]1[CH:5]=[CH:4][C:3]([Br:2])=[CH:8][CH:7]=1. Reactant: [K+].[Br:2][C:3]1[CH:8]=[CH:7][C:6]([CH:9]=[CH:10][C:11](=[O:15])[C:12]([O-:14])=[O:13])=[CH:5][CH:4]=1.[CH3:16]I.O.